This data is from Full USPTO retrosynthesis dataset with 1.9M reactions from patents (1976-2016). The task is: Predict the reactants needed to synthesize the given product. (1) Given the product [OH:21][C:20]1[N:19]([C:22]2[CH:30]=[CH:29][C:25]([C:26]([N:5]3[CH2:6][CH2:7][N:2]([CH3:1])[CH2:3][CH2:4]3)=[O:28])=[CH:24][N:23]=2)[N:18]=[CH:17][C:16]=1[C:13]1[CH:14]=[CH:15][C:10]([C:8]#[N:9])=[CH:11][C:12]=1[CH3:31], predict the reactants needed to synthesize it. The reactants are: [CH3:1][N:2]1[CH2:7][CH2:6][NH:5][CH2:4][CH2:3]1.[C:8]([C:10]1[CH:15]=[CH:14][C:13]([C:16]2[CH:17]=[N:18][N:19]([C:22]3[CH:30]=[CH:29][C:25]([C:26]([OH:28])=O)=[CH:24][N:23]=3)[C:20]=2[OH:21])=[C:12]([CH3:31])[CH:11]=1)#[N:9].C(O)=O. (2) Given the product [C:21]([CH2:20][N:8]1[C:9]2[C:5](=[CH:4][C:3]([O:2][CH3:1])=[CH:11][CH:10]=2)[CH:6]=[C:7]1[C:12]([O:14][CH2:15][CH3:16])=[O:13])#[N:22], predict the reactants needed to synthesize it. The reactants are: [CH3:1][O:2][C:3]1[CH:4]=[C:5]2[C:9](=[CH:10][CH:11]=1)[NH:8][C:7]([C:12]([O:14][CH2:15][CH3:16])=[O:13])=[CH:6]2.[H-].[Na+].Cl[CH2:20][C:21]#[N:22]. (3) The reactants are: [CH2:1]([S:3]([NH:6][C@H:7]([C:11]([OH:13])=O)[CH:8]([CH3:10])[CH3:9])(=[O:5])=[O:4])[CH3:2].[NH2:14][C@@H:15]1[CH2:20][CH2:19][CH2:18][CH2:17][C@H:16]1[C:21]1[CH:26]=[CH:25][C:24]([OH:27])=[C:23]([O:28][CH3:29])[CH:22]=1.C(N(CC)C(C)C)(C)C.F[P-](F)(F)(F)(F)F.N1(O[P+](N(C)C)(N(C)C)N(C)C)C2C=CC=CC=2N=N1.[Cl-].[Na+].C(OCC)(=O)C.CCCC(C)C. Given the product [CH2:1]([S:3]([NH:6][C@@H:7]([CH:8]([CH3:9])[CH3:10])[C:11]([NH:14][C@@H:15]1[CH2:20][CH2:19][CH2:18][CH2:17][C@H:16]1[C:21]1[CH:26]=[CH:25][C:24]([OH:27])=[C:23]([O:28][CH3:29])[CH:22]=1)=[O:13])(=[O:4])=[O:5])[CH3:2], predict the reactants needed to synthesize it. (4) Given the product [Br:1][C:2]1[C:17]([Cl:18])=[CH:16][C:5]([O:6][C:7]2[CH:8]=[CH:9][N:10]=[CH:11][C:12]=2[C:13]([N:59]2[C:60]3[C:65](=[CH:64][CH:63]=[CH:62][CH:61]=3)[N:56]([CH:53]3[CH2:55][CH2:54]3)[CH2:57][CH2:58]2)=[O:15])=[C:4]([Cl:19])[CH:3]=1, predict the reactants needed to synthesize it. The reactants are: [Br:1][C:2]1[C:17]([Cl:18])=[CH:16][C:5]([O:6][C:7]2[C:12]([C:13]([OH:15])=O)=[CH:11][N:10]=[CH:9][CH:8]=2)=[C:4]([Cl:19])[CH:3]=1.F[P-](F)(F)(F)(F)F.N1(OC(N(C)C)=[N+](C)C)C2N=CC=CC=2N=N1.C(N(CC)C(C)C)(C)C.[CH:53]1([N:56]2[C:65]3[C:60](=[CH:61][CH:62]=[CH:63][CH:64]=3)[NH:59][CH2:58][CH2:57]2)[CH2:55][CH2:54]1. (5) Given the product [F:27][C:24]([F:25])([F:26])[C:17]1[CH:18]=[C:19]([C:20]([F:23])([F:21])[F:22])[N:15]([CH2:14][C:13]2[CH:28]=[CH:29][C:10]([NH2:7])=[CH:11][CH:12]=2)[N:16]=1, predict the reactants needed to synthesize it. The reactants are: O.O.[Sn](Cl)Cl.Cl.[N+:7]([C:10]1[CH:29]=[CH:28][C:13]([CH2:14][N:15]2[C:19]([C:20]([F:23])([F:22])[F:21])=[CH:18][C:17]([C:24]([F:27])([F:26])[F:25])=[N:16]2)=[CH:12][CH:11]=1)([O-])=O.[OH-].[Na+]. (6) Given the product [C:9]([C:2]1[C:7]([Cl:8])=[CH:6][CH:5]=[CH:4][N:3]=1)([CH3:12])([CH3:11])[CH3:10], predict the reactants needed to synthesize it. The reactants are: Cl[C:2]1[C:7]([Cl:8])=[CH:6][CH:5]=[CH:4][N:3]=1.[C:9]([Mg]Cl)([CH3:12])([CH3:11])[CH3:10].C(OCC)C.[Cl-].[Na+]. (7) The reactants are: [O:1]=[C:2]([C@@H:8]([C:10]1[CH:15]=[CH:14][C:13]([NH:16][C:17]2[S:18][CH:19]=[C:20]([C:22]([F:25])([F:24])[F:23])[N:21]=2)=[CH:12][CH:11]=1)[CH3:9])[CH2:3][C:4]([O:6]C)=[O:5]. Given the product [O:1]=[C:2]([C@@H:8]([C:10]1[CH:11]=[CH:12][C:13]([NH:16][C:17]2[S:18][CH:19]=[C:20]([C:22]([F:25])([F:24])[F:23])[N:21]=2)=[CH:14][CH:15]=1)[CH3:9])[CH2:3][C:4]([OH:6])=[O:5], predict the reactants needed to synthesize it.